From a dataset of Full USPTO retrosynthesis dataset with 1.9M reactions from patents (1976-2016). Predict the reactants needed to synthesize the given product. (1) Given the product [Cl:1][C:2]1[CH:7]=[CH:6][C:5]([CH2:8][C:9]2[N:14]3[N:15]=[C:16]([C:26]4[CH:31]=[CH:30][CH:29]=[CH:28][C:27]=4[Cl:32])[C:17]([C:19]4[CH:24]=[CH:23][C:22]([Cl:25])=[CH:21][CH:20]=4)=[CH:18][C:13]3=[N:12][N:11]=2)=[CH:4][CH:3]=1, predict the reactants needed to synthesize it. The reactants are: [Cl:1][C:2]1[CH:7]=[CH:6][C:5]([CH2:8][C:9]([NH:11][NH:12][C:13]2[N:14]=[N:15][C:16]([C:26]3[CH:31]=[CH:30][CH:29]=[CH:28][C:27]=3[Cl:32])=[C:17]([C:19]3[CH:24]=[CH:23][C:22]([Cl:25])=[CH:21][CH:20]=3)[CH:18]=2)=O)=[CH:4][CH:3]=1.[Cl-].[Cl-].C1(P(C2C=CC=CC=2)C2C=CC=CC=2)C=CC=CC=1.ClC1C=CC=CC=1C1C(C2C=CC(Cl)=CC=2)=CC2N(C(CC3CCCCC3)=NN=2)N=1. (2) Given the product [F:30][CH:2]([F:1])[CH2:3][N:4]1[CH2:9][C:8]2([CH2:14][CH2:13][N:12]([C:15]([O:17][C:18]([CH3:21])([CH3:19])[CH3:20])=[O:16])[CH2:11][CH2:10]2)[O:7][CH:6]([C:22](=[O:29])[NH:23][CH2:24][CH:25]=[O:28])[CH2:5]1, predict the reactants needed to synthesize it. The reactants are: [F:1][CH:2]([F:30])[CH2:3][N:4]1[CH2:9][C:8]2([CH2:14][CH2:13][N:12]([C:15]([O:17][C:18]([CH3:21])([CH3:20])[CH3:19])=[O:16])[CH2:11][CH2:10]2)[O:7][CH:6]([C:22](=[O:29])[NH:23][CH2:24][CH:25]([OH:28])CO)[CH2:5]1.O. (3) Given the product [NH2:41][CH2:40][CH2:39][NH:42][C:14]1[N:13]=[C:12]([NH:11][C@H:7]2[CH2:8][CH2:9][CH2:10][N:5]([S:2]([CH3:1])(=[O:4])=[O:3])[CH2:6]2)[C:17]([C:18]2[N:19]=[C:20]3[CH:26]=[CH:25][NH:24][C:21]3=[N:22][CH:23]=2)=[CH:16][N:15]=1, predict the reactants needed to synthesize it. The reactants are: [CH3:1][S:2]([N:5]1[CH2:10][CH2:9][CH2:8][C@H:7]([NH:11][C:12]2[C:17]([C:18]3[N:19]=[C:20]4[CH:26]=[CH:25][N:24](COCC[Si](C)(C)C)[C:21]4=[N:22][CH:23]=3)=[CH:16][N:15]=[C:14](S(C)(=O)=O)[N:13]=2)[CH2:6]1)(=[O:4])=[O:3].[CH2:39]([NH2:42])[CH2:40][NH2:41].CS(C)(=O)=O. (4) Given the product [NH:3]1[C:2](=[O:1])[CH2:7][O:6][C@@H:5]2[CH2:8][NH:9][CH2:10][CH2:11][C@@H:4]12, predict the reactants needed to synthesize it. The reactants are: [O:1]=[C:2]1[CH2:7][O:6][C@@H:5]2[CH2:8][N:9](C(OC(C)(C)C)=O)[CH2:10][CH2:11][C@H:4]2[NH:3]1.C(O)(C(F)(F)F)=O. (5) Given the product [CH2:24]([O:26][C:27]1[CH:32]=[C:31]([C:33]([N:16]2[CH2:15][CH2:14][C:13]3([CH2:12][C:11](=[O:23])[C:10]4[C:20](=[CH:21][CH:22]=[C:8]([C:6]5[CH:5]=[N:4][N:3]([CH3:2])[CH:7]=5)[CH:9]=4)[O:19]3)[CH2:18][CH2:17]2)=[O:34])[CH:30]=[C:29]([O:36][CH2:37][CH3:38])[C:28]=1[C:39]1[CH:44]=[CH:43][C:42]([C:45]([O:47][CH3:48])=[O:46])=[C:41]([F:49])[CH:40]=1)[CH3:25], predict the reactants needed to synthesize it. The reactants are: Cl.[CH3:2][N:3]1[CH:7]=[C:6]([C:8]2[CH:9]=[C:10]3[C:20](=[CH:21][CH:22]=2)[O:19][C:13]2([CH2:18][CH2:17][NH:16][CH2:15][CH2:14]2)[CH2:12][C:11]3=[O:23])[CH:5]=[N:4]1.[CH2:24]([O:26][C:27]1[CH:32]=[C:31]([C:33](O)=[O:34])[CH:30]=[C:29]([O:36][CH2:37][CH3:38])[C:28]=1[C:39]1[CH:44]=[CH:43][C:42]([C:45]([O:47][CH3:48])=[O:46])=[C:41]([F:49])[CH:40]=1)[CH3:25]. (6) Given the product [F:32][C:2]([F:31])([F:1])[C:3]1[CH:26]=[C:25]([C:27]([F:29])([F:28])[F:30])[CH:24]=[CH:23][C:4]=1[CH2:5][N:6]1[C:14]2[C:9](=[CH:10][C:11](/[CH:15]=[C:16]3/[C:17](=[O:22])[N:18]([CH2:43][C@H:33]4[C@@H:42]5[N:37]([CH2:38][CH2:39][CH2:40][CH2:41]5)[CH2:36][CH2:35][CH2:34]4)[C:19](=[O:21])[S:20]/3)=[CH:12][CH:13]=2)[CH:8]=[N:7]1, predict the reactants needed to synthesize it. The reactants are: [F:1][C:2]([F:32])([F:31])[C:3]1[CH:26]=[C:25]([C:27]([F:30])([F:29])[F:28])[CH:24]=[CH:23][C:4]=1[CH2:5][N:6]1[C:14]2[C:9](=[CH:10][C:11](/[CH:15]=[C:16]3/[C:17](=[O:22])[NH:18][C:19](=[O:21])[S:20]/3)=[CH:12][CH:13]=2)[CH:8]=[N:7]1.[C@@H:33]1([CH2:43]O)[C@@H:42]2[N:37]([CH2:38][CH2:39][CH2:40][CH2:41]2)[CH2:36][CH2:35][CH2:34]1.